From a dataset of Forward reaction prediction with 1.9M reactions from USPTO patents (1976-2016). Predict the product of the given reaction. (1) The product is: [F:11][C:12]([F:27])([F:26])[C:13]1[CH:14]=[C:15]([P:23]2(=[O:37])[C:6]3[CH2:7][CH2:8][C:1]2=[CH:2][CH:3]=[CH:4][CH:5]=3)[CH:16]=[C:17]([C:19]([F:22])([F:21])[F:20])[CH:18]=1.[PH3:23]. Given the reactants [CH:1]1[CH:8]=[CH:7][CH:6]=[CH:5][CH:4]=[CH:3][CH:2]=1.[Li].[Li].[F:11][C:12]([F:27])([F:26])[C:13]1[CH:14]=[C:15]([P:23](Cl)Cl)[CH:16]=[C:17]([C:19]([F:22])([F:21])[F:20])[CH:18]=1.C1(C)C=CC=CC=1.C([O:37]CC)C, predict the reaction product. (2) Given the reactants [CH3:1][O:2][CH2:3][CH2:4][N:5]([CH2:13][CH2:14][CH3:15])[C:6]1[CH:11]=[CH:10][C:9]([NH2:12])=[CH:8][CH:7]=1.C(OCN1[C:28]2[N:29]=[C:30](NC3C=C(F)C(OCCOC)=C(F)C=3)[N:31]=[C:32]([O:33][C:34]3[CH:39]=[CH:38][CH:37]=[C:36]([N+:40]([O-])=O)[CH:35]=3)[C:27]=2C=C1)(=O)C(C)(C)C.[C:57]([O-:60])([O-])=O.[K+].[K+].C1(P([CH:91]2[CH2:96]CCCC2)C2C=CC=CC=2C2C(C(C)C)=CC(C(C)C)=CC=2C(C)C)CCCCC1.[CH2:97]([OH:99])C, predict the reaction product. The product is: [CH3:97][O:99][C:27]1[C:32]([O:33][C:34]2[CH:35]=[C:36]([NH:40][C:57](=[O:60])[CH:96]=[CH2:91])[CH:37]=[CH:38][CH:39]=2)=[N:31][C:30]([NH:12][C:9]2[CH:10]=[CH:11][C:6]([N:5]([CH2:4][CH2:3][O:2][CH3:1])[CH2:13][CH2:14][CH3:15])=[CH:7][CH:8]=2)=[N:29][CH:28]=1.